This data is from CYP3A4 inhibition data for predicting drug metabolism from PubChem BioAssay. The task is: Regression/Classification. Given a drug SMILES string, predict its absorption, distribution, metabolism, or excretion properties. Task type varies by dataset: regression for continuous measurements (e.g., permeability, clearance, half-life) or binary classification for categorical outcomes (e.g., BBB penetration, CYP inhibition). Dataset: cyp3a4_veith. (1) The drug is C#CCCCO/N=C1/C[C@@H](O)[C@@H](O)[C@H]2[C@H]1CC[C@H]1C(=O)N(c3ccc(F)cc3F)C(=O)[C@H]21. The result is 1 (inhibitor). (2) The molecule is O=C(CSc1nc2ccccc2s1)c1sc2sc3ccccc3[n+]2c1O. The result is 0 (non-inhibitor). (3) The compound is Fc1cccc(Cl)c1CSc1ncn[nH]1. The result is 1 (inhibitor). (4) The compound is CCCCCC(=O)Nc1cc2[nH]c(=O)cc(COC)c2cc1C. The result is 0 (non-inhibitor). (5) The result is 0 (non-inhibitor). The compound is O=C(NNC(=S)Nc1ccccc1)C1CC1. (6) The drug is COc1ccc(O[C@H]2C=C[C@@H](c3ccccc3)O[C@H]2COC(=O)CC/C(C)=N\O[C@@H](C)c2cn([C@H]3COC[C@H]3O)nn2)cc1. The result is 1 (inhibitor).